This data is from NCI-60 drug combinations with 297,098 pairs across 59 cell lines. The task is: Regression. Given two drug SMILES strings and cell line genomic features, predict the synergy score measuring deviation from expected non-interaction effect. (1) Drug 1: CC1=C(C=C(C=C1)NC(=O)C2=CC=C(C=C2)CN3CCN(CC3)C)NC4=NC=CC(=N4)C5=CN=CC=C5. Drug 2: CC1=C2C(C(=O)C3(C(CC4C(C3C(C(C2(C)C)(CC1OC(=O)C(C(C5=CC=CC=C5)NC(=O)C6=CC=CC=C6)O)O)OC(=O)C7=CC=CC=C7)(CO4)OC(=O)C)O)C)OC(=O)C. Cell line: A498. Synergy scores: CSS=25.4, Synergy_ZIP=8.24, Synergy_Bliss=11.2, Synergy_Loewe=-13.0, Synergy_HSA=5.79. (2) Synergy scores: CSS=23.9, Synergy_ZIP=-2.19, Synergy_Bliss=-1.98, Synergy_Loewe=1.66, Synergy_HSA=1.59. Drug 1: COC1=C(C=C2C(=C1)N=CN=C2NC3=CC(=C(C=C3)F)Cl)OCCCN4CCOCC4. Cell line: KM12. Drug 2: CC1CCCC2(C(O2)CC(NC(=O)CC(C(C(=O)C(C1O)C)(C)C)O)C(=CC3=CSC(=N3)C)C)C. (3) Drug 1: CNC(=O)C1=CC=CC=C1SC2=CC3=C(C=C2)C(=NN3)C=CC4=CC=CC=N4. Drug 2: C1=CC(=CC=C1CCC2=CNC3=C2C(=O)NC(=N3)N)C(=O)NC(CCC(=O)O)C(=O)O. Cell line: BT-549. Synergy scores: CSS=17.1, Synergy_ZIP=-1.22, Synergy_Bliss=8.96, Synergy_Loewe=2.50, Synergy_HSA=7.48. (4) Drug 1: C1=NC2=C(N1)C(=S)N=C(N2)N. Drug 2: CC1=C(N=C(N=C1N)C(CC(=O)N)NCC(C(=O)N)N)C(=O)NC(C(C2=CN=CN2)OC3C(C(C(C(O3)CO)O)O)OC4C(C(C(C(O4)CO)O)OC(=O)N)O)C(=O)NC(C)C(C(C)C(=O)NC(C(C)O)C(=O)NCCC5=NC(=CS5)C6=NC(=CS6)C(=O)NCCC[S+](C)C)O. Cell line: HOP-62. Synergy scores: CSS=27.3, Synergy_ZIP=-11.1, Synergy_Bliss=-7.13, Synergy_Loewe=-3.09, Synergy_HSA=-0.798.